Dataset: Full USPTO retrosynthesis dataset with 1.9M reactions from patents (1976-2016). Task: Predict the reactants needed to synthesize the given product. (1) Given the product [CH2:22]([C:21]1[N:8]=[C:6]([C:5]2[CH:9]=[CH:10][C:2]([OH:1])=[C:3]([O:11][CH3:12])[CH:4]=2)[O:7][CH:20]=1)[CH3:23], predict the reactants needed to synthesize it. The reactants are: [OH:1][C:2]1[CH:10]=[CH:9][C:5]([C:6]([NH2:8])=[O:7])=[CH:4][C:3]=1[O:11][CH3:12].O1CCOCC1.Br[CH2:20][C:21](=O)[CH2:22][CH3:23]. (2) Given the product [CH3:44][O:45][C:46]1[CH:51]=[CH:50][C:49]([C:2]2[N:7]=[C:6]([NH:8][CH2:9][CH2:10][CH2:11][O:12][C:13]3[CH:14]=[C:15]4[C:19](=[CH:20][CH:21]=3)[C@H:18]([CH2:22][C:23]([O:25][CH2:26][CH3:27])=[O:24])[CH2:17][CH2:16]4)[CH:5]=[CH:4][C:3]=2[C:28]([F:31])([F:30])[F:29])=[CH:48][CH:47]=1, predict the reactants needed to synthesize it. The reactants are: Cl[C:2]1[N:7]=[C:6]([NH:8][CH2:9][CH2:10][CH2:11][O:12][C:13]2[CH:14]=[C:15]3[C:19](=[CH:20][CH:21]=2)[C@H:18]([CH2:22][C:23]([O:25][CH2:26][CH3:27])=[O:24])[CH2:17][CH2:16]3)[CH:5]=[CH:4][C:3]=1[C:28]([F:31])([F:30])[F:29].O1CCOCC1.C([O-])([O-])=O.[Na+].[Na+].[CH3:44][O:45][C:46]1[CH:51]=[CH:50][C:49](B(O)O)=[CH:48][CH:47]=1. (3) Given the product [C:1]([O:5][C:6]([N:8]1[CH2:9][CH2:10][N:11]([C:14]2[N:15]=[C:16]([Cl:21])[N:17]=[C:18]([C:24]3[CH:25]=[CH:26][S:22][CH:23]=3)[N:19]=2)[CH2:12][CH2:13]1)=[O:7])([CH3:4])([CH3:3])[CH3:2], predict the reactants needed to synthesize it. The reactants are: [C:1]([O:5][C:6]([N:8]1[CH2:13][CH2:12][N:11]([C:14]2[N:19]=[C:18](Cl)[N:17]=[C:16]([Cl:21])[N:15]=2)[CH2:10][CH2:9]1)=[O:7])([CH3:4])([CH3:3])[CH3:2].[S:22]1[CH:26]=[CH:25][C:24](B(O)O)=[CH:23]1.[F-].[K+]. (4) The reactants are: C[Si](C)(C)[N-][Si](C)(C)C.[Li+].[F:11][C:12]([F:22])([F:21])[C@H:13]([CH3:20])[CH2:14][C:15]([O:17][CH2:18][CH3:19])=[O:16].Br[C:24]1[CH:29]=[CH:28][C:27]([Cl:30])=[CH:26][C:25]=1[CH3:31].C1(P(C2CCCCC2)C2C=CC=CC=2C2C=CC=CC=2N(C)C)CCCCC1. Given the product [Cl:30][C:27]1[CH:28]=[CH:29][C:24]([CH:14]([C@@H:13]([CH3:20])[C:12]([F:21])([F:22])[F:11])[C:15]([O:17][CH2:18][CH3:19])=[O:16])=[C:25]([CH3:31])[CH:26]=1, predict the reactants needed to synthesize it. (5) Given the product [ClH:1].[Cl:1][C:2]1[CH:3]=[C:4]([C:9]23[CH2:14][CH:13]2[CH2:12][CH:11]([NH2:23])[CH2:10]3)[CH:5]=[CH:6][C:7]=1[Cl:8].[ClH:25].[CH2:16]([O:15][CH2:11][CH3:12])[CH3:17], predict the reactants needed to synthesize it. The reactants are: [Cl:1][C:2]1[CH:3]=[C:4]([C:9]23[CH2:14][CH:13]2[CH2:12][C:11](=[O:15])[CH2:10]3)[CH:5]=[CH:6][C:7]=1[Cl:8].[C:16]([O-])(=O)[CH3:17].[NH4+].[BH3-]C#[N:23].[Na+].[ClH:25].C#N. (6) Given the product [C:6]([O:32][CH2:31][C@@H:30]([O:33][C:6](=[O:9])[CH2:7][CH3:8])[CH2:29][O:28][C:27]1[CH:26]=[CH:25][C:24]([C:21]([C:18]2[CH:17]=[CH:16][C:15]([O:14][CH2:13][C@H:12]([O:36][C:6](=[O:9])[CH2:7][CH3:8])[CH2:11][Cl:10])=[CH:20][CH:19]=2)([CH3:23])[CH3:22])=[CH:35][CH:34]=1)(=[O:9])[CH2:7][CH3:8], predict the reactants needed to synthesize it. The reactants are: [C:6](O[C:6](=[O:9])[CH2:7][CH3:8])(=[O:9])[CH2:7][CH3:8].[Cl:10][CH2:11][C@@H:12]([OH:36])[CH2:13][O:14][C:15]1[CH:20]=[CH:19][C:18]([C:21]([C:24]2[CH:35]=[CH:34][C:27]([O:28][CH2:29][C@H:30]([OH:33])[CH2:31][OH:32])=[CH:26][CH:25]=2)([CH3:23])[CH3:22])=[CH:17][CH:16]=1. (7) Given the product [CH:1]1([C:5]2[CH:6]=[CH:7][C:8]([C:13]3[N:14]=[C:15]4[CH:21]=[CH:20][NH:19][C:16]4=[N:17][CH:18]=3)=[C:9]([F:12])[C:10]=2[O:11][C:23]2[N:28]=[CH:27][CH:26]=[CH:25][N:24]=2)[CH2:2][CH2:3][CH2:4]1, predict the reactants needed to synthesize it. The reactants are: [CH:1]1([C:5]2[C:10]([OH:11])=[C:9]([F:12])[C:8]([C:13]3[N:14]=[C:15]4[CH:21]=[CH:20][NH:19][C:16]4=[N:17][CH:18]=3)=[CH:7][CH:6]=2)[CH2:4][CH2:3][CH2:2]1.Cl[C:23]1[N:28]=[CH:27][CH:26]=[CH:25][N:24]=1. (8) Given the product [C:5]([C:15]1[CH:23]=[CH:22][C:18](/[CH:19]=[CH:20]/[C:24]([NH:11][C:8]2[CH:9]=[C:10]3[C:5]([CH2:4][CH2:3][N:2]3[CH3:1])=[CH:6][CH:7]=2)=[O:25])=[CH:17][CH:16]=1)([CH3:10])([CH3:6])[CH3:4], predict the reactants needed to synthesize it. The reactants are: [CH3:1][N:2]1[C:10]2[C:5](=[CH:6][CH:7]=[C:8]([NH2:11])[CH:9]=2)[CH2:4][CH2:3]1.[N+]([C:15]1[CH:23]=[C:22]2[C:18]([CH2:19][CH2:20]N2)=[CH:17][CH:16]=1)([O-])=O.[CH2:24]=[O:25].C([BH3-])#N.[Na+].[Al](Cl)(Cl)Cl.O.O.O.O.O.O. (9) Given the product [Cl:1][C:2]1[CH:3]=[CH:4][C:5]([C:8]2[CH:13]=[C:12]([CH:14]([F:15])[F:16])[N:11]3[N:17]=[CH:18][C:19]([C:20]4[O:22][N:30]=[C:28]([C:27]5[CH:32]=[CH:33][C:24]([NH2:23])=[N:25][CH:26]=5)[N:29]=4)=[C:10]3[N:9]=2)=[CH:6][CH:7]=1, predict the reactants needed to synthesize it. The reactants are: [Cl:1][C:2]1[CH:7]=[CH:6][C:5]([C:8]2[CH:13]=[C:12]([CH:14]([F:16])[F:15])[N:11]3[N:17]=[CH:18][C:19]([C:20]([OH:22])=O)=[C:10]3[N:9]=2)=[CH:4][CH:3]=1.[NH2:23][C:24]1[CH:33]=[CH:32][C:27]([C:28]([NH:30]O)=[NH:29])=[CH:26][N:25]=1.